From a dataset of NCI-60 drug combinations with 297,098 pairs across 59 cell lines. Regression. Given two drug SMILES strings and cell line genomic features, predict the synergy score measuring deviation from expected non-interaction effect. (1) Drug 1: C1CCC(CC1)NC(=O)N(CCCl)N=O. Drug 2: C1CC(=O)NC(=O)C1N2C(=O)C3=CC=CC=C3C2=O. Cell line: NCI-H322M. Synergy scores: CSS=7.56, Synergy_ZIP=-0.445, Synergy_Bliss=3.63, Synergy_Loewe=3.08, Synergy_HSA=2.82. (2) Drug 1: C1CCC(CC1)NC(=O)N(CCCl)N=O. Drug 2: CN1C(=O)N2C=NC(=C2N=N1)C(=O)N. Cell line: NCI/ADR-RES. Synergy scores: CSS=16.4, Synergy_ZIP=-1.90, Synergy_Bliss=7.58, Synergy_Loewe=-2.76, Synergy_HSA=3.11.